Task: Predict the reactants needed to synthesize the given product.. Dataset: Full USPTO retrosynthesis dataset with 1.9M reactions from patents (1976-2016) (1) Given the product [F:14][C@@H:11]1[CH2:12][CH2:13][N:9]([C:4]2[C:3]([CH2:2][O:15][C:16]3[CH:23]=[CH:22][CH:21]=[C:20]([OH:24])[C:17]=3[CH:18]=[O:19])=[CH:8][CH:7]=[CH:6][N:5]=2)[CH2:10]1, predict the reactants needed to synthesize it. The reactants are: Cl[CH2:2][C:3]1[C:4]([N:9]2[CH2:13][CH2:12][C@@H:11]([F:14])[CH2:10]2)=[N:5][CH:6]=[CH:7][CH:8]=1.[OH:15][C:16]1[CH:23]=[CH:22][CH:21]=[C:20]([OH:24])[C:17]=1[CH:18]=[O:19].C(=O)([O-])[O-].[K+].[K+]. (2) The reactants are: CN(C=O)C.[F:6][C:7]([F:20])([F:19])[C:8]1[C:16]([C:17]#[N:18])=[CH:15][CH:14]=[C:13]2[C:9]=1[CH:10]=[CH:11][NH:12]2.C([O-])([O-])=O.[Cs+].[Cs+].Cl[CH2:28][C:29]1[N:33]=[C:32]([C:34]2[CH:39]=[CH:38][CH:37]=[C:36]([C:40]([F:43])([F:42])[F:41])[CH:35]=2)[O:31][N:30]=1. Given the product [F:20][C:7]([F:19])([F:6])[C:8]1[C:16]([C:17]#[N:18])=[CH:15][CH:14]=[C:13]2[C:9]=1[CH:10]=[CH:11][N:12]2[CH2:28][C:29]1[N:33]=[C:32]([C:34]2[CH:39]=[CH:38][CH:37]=[C:36]([C:40]([F:43])([F:41])[F:42])[CH:35]=2)[O:31][N:30]=1, predict the reactants needed to synthesize it. (3) Given the product [NH2:10][CH2:9][C:5]1([OH:8])[CH2:6][CH2:7][C:2]([CH3:1])([CH3:13])[CH2:3][CH2:4]1, predict the reactants needed to synthesize it. The reactants are: [CH3:1][C:2]1([CH3:13])[CH2:7][CH2:6][C:5]([CH2:9][N+:10]([O-])=O)([OH:8])[CH2:4][CH2:3]1.CO. (4) Given the product [CH3:1][O:2][C:3](=[O:15])[CH2:4][C:5]1[CH:6]=[C:7]([O:12][CH2:13][CH3:14])[CH:8]=[C:9]([O:11][C:31]2[CH:32]=[CH:33][CH:34]=[C:29]([Br:28])[CH:30]=2)[CH:10]=1, predict the reactants needed to synthesize it. The reactants are: [CH3:1][O:2][C:3](=[O:15])[CH2:4][C:5]1[CH:10]=[C:9]([OH:11])[CH:8]=[C:7]([O:12][CH2:13][CH3:14])[CH:6]=1.O1CCOCC1.C(=O)([O-])[O-].[Cs+].[Cs+].[Br:28][C:29]1[CH:34]=[CH:33][CH:32]=[C:31](I)[CH:30]=1.CN(CC(O)=O)C.